From a dataset of Full USPTO retrosynthesis dataset with 1.9M reactions from patents (1976-2016). Predict the reactants needed to synthesize the given product. Given the product [S:15]1[C:19]2[CH:20]=[CH:21][CH:22]=[C:23]([O:24][C:25]3[CH:31]=[CH:30][C:28]([NH:29][C:2]4[C:3]5[N:10]([CH2:11][C:12]([CH3:14])=[O:13])[CH:9]=[CH:8][C:4]=5[N:5]=[CH:6][N:7]=4)=[CH:27][C:26]=3[Cl:32])[C:18]=2[CH:17]=[CH:16]1, predict the reactants needed to synthesize it. The reactants are: Cl[C:2]1[C:3]2[N:10]([CH2:11][C:12]([CH3:14])=[O:13])[CH:9]=[CH:8][C:4]=2[N:5]=[CH:6][N:7]=1.[S:15]1[C:19]2[CH:20]=[CH:21][CH:22]=[C:23]([O:24][C:25]3[CH:31]=[CH:30][C:28]([NH2:29])=[CH:27][C:26]=3[Cl:32])[C:18]=2[CH:17]=[CH:16]1.C(=O)([O-])O.[Na+].